This data is from Peptide-MHC class II binding affinity with 134,281 pairs from IEDB. The task is: Regression. Given a peptide amino acid sequence and an MHC pseudo amino acid sequence, predict their binding affinity value. This is MHC class II binding data. (1) The peptide sequence is YHKFLANVSTVLTGK. The MHC is DRB1_1302 with pseudo-sequence DRB1_1302. The binding affinity (normalized) is 0.959. (2) The peptide sequence is EAIIRILQQLLFIHF. The MHC is DRB1_0701 with pseudo-sequence DRB1_0701. The binding affinity (normalized) is 0.0646. (3) The peptide sequence is PIYIVTPTNASHIQS. The MHC is DRB1_1302 with pseudo-sequence DRB1_1302. The binding affinity (normalized) is 0.686. (4) The peptide sequence is PDTIDFLIMRNLTNL. The MHC is DRB1_1101 with pseudo-sequence DRB1_1101. The binding affinity (normalized) is 0.790. (5) The peptide sequence is DVKFKGGGQIVGGVY. The MHC is HLA-DQA10501-DQB10301 with pseudo-sequence HLA-DQA10501-DQB10301. The binding affinity (normalized) is 0.673. (6) The peptide sequence is YDKFLANVSTYLTGK. The MHC is DRB1_1001 with pseudo-sequence DRB1_1001. The binding affinity (normalized) is 0.694. (7) The peptide sequence is DVNASFRAAMATTAN. The MHC is DRB1_0701 with pseudo-sequence DRB1_0701. The binding affinity (normalized) is 0.461.